This data is from Blood-brain barrier penetration binary classification data from Martins et al.. The task is: Regression/Classification. Given a drug SMILES string, predict its absorption, distribution, metabolism, or excretion properties. Task type varies by dataset: regression for continuous measurements (e.g., permeability, clearance, half-life) or binary classification for categorical outcomes (e.g., BBB penetration, CYP inhibition). Dataset: bbb_martins. (1) The compound is O=C1CN=C(c2ccccc2)c2cc(Cl)ccc2N1CC(F)(F)F. The result is 1 (penetrates BBB). (2) The compound is CCC(Br)(CC)C(=O)NC(N)=O. The result is 1 (penetrates BBB). (3) The result is 1 (penetrates BBB). The drug is NC1=NC(C(F)(F)F)(C(F)(F)F)NC1(C(F)(F)F)C(F)(F)F. (4) The drug is O=C(CCCN1CCC(n2c(=S)[nH]c3ccccc32)CC1)c1ccc(F)cc1. The result is 1 (penetrates BBB). (5) The drug is O=C1CCC(c2ccccc2)(C2CCN(C/C=C/c3ccccc3)CC2)C(=O)N1. The result is 1 (penetrates BBB). (6) The molecule is NC[C@H]1O[C@H](O[C@@H]2[C@@H](N)C[C@@H](N)[C@H](O)[C@H]2O)[C@H](N)[C@@H](O)[C@@H]1O. The result is 0 (does not penetrate BBB).